This data is from Peptide-MHC class I binding affinity with 185,985 pairs from IEDB/IMGT. The task is: Regression. Given a peptide amino acid sequence and an MHC pseudo amino acid sequence, predict their binding affinity value. This is MHC class I binding data. The peptide sequence is TFMIITSTK. The MHC is HLA-B54:01 with pseudo-sequence HLA-B54:01. The binding affinity (normalized) is 0.0147.